The task is: Predict the product of the given reaction.. This data is from Forward reaction prediction with 1.9M reactions from USPTO patents (1976-2016). Given the reactants [Cl:1][C:2]1[CH:3]=[C:4]([C:10]2[O:11][C:12]3[C:17]([C:18](=[O:20])[CH:19]=2)=[C:16]([OH:21])[CH:15]=[C:14]([OH:22])[CH:13]=3)[CH:5]=[CH:6][C:7]=1[O:8][CH3:9].C(N(CC)C(C)C)(C)C.[CH3:32][O:33][CH2:34]Cl.O, predict the reaction product. The product is: [Cl:1][C:2]1[CH:3]=[C:4]([C:10]2[O:11][C:12]3[C:17]([C:18](=[O:20])[CH:19]=2)=[C:16]([OH:21])[CH:15]=[C:14]([O:22][CH2:32][O:33][CH3:34])[CH:13]=3)[CH:5]=[CH:6][C:7]=1[O:8][CH3:9].